Task: Predict the reactants needed to synthesize the given product.. Dataset: Full USPTO retrosynthesis dataset with 1.9M reactions from patents (1976-2016) Given the product [CH2:4]=[O:5].[NH2:9][C:10]([NH2:12])=[O:11].[N:13]1[C:20]([NH2:21])=[N:19][C:17]([NH2:18])=[N:16][C:14]=1[NH2:15], predict the reactants needed to synthesize it. The reactants are: C=O.N[C:4](N)=[O:5].[OH-].[Na+].[NH2:9][C:10]([NH2:12])=[O:11].[N:13]1[C:20]([NH2:21])=[N:19][C:17]([NH2:18])=[N:16][C:14]=1[NH2:15].C=O.